Dataset: Full USPTO retrosynthesis dataset with 1.9M reactions from patents (1976-2016). Task: Predict the reactants needed to synthesize the given product. (1) Given the product [N+:24]([C:22]1[CH:21]=[CH:20][C:17]2[CH2:18][O:19][C:3](=[O:4])[NH:15][C:16]=2[CH:23]=1)([O-:26])=[O:25], predict the reactants needed to synthesize it. The reactants are: [H-].[Na+].[C:3](N1C=CN=C1)(N1C=CN=C1)=[O:4].[NH2:15][C:16]1[CH:23]=[C:22]([N+:24]([O-:26])=[O:25])[CH:21]=[CH:20][C:17]=1[CH2:18][OH:19].[Cl-].[NH4+]. (2) Given the product [C:15]([O:14][N:13]=[C:11]1[CH2:12][N:8]([C:6]([C:28]2[C:23](=[O:22])[O:24][C:25]([CH2:32][CH2:33][CH2:34][CH2:35][CH3:36])=[CH:26][CH:27]=2)=[O:7])[C@H:9]([C:19]([NH:40][CH:37]2[CH2:39][CH2:38]2)=[O:21])[CH2:10]1)([CH3:16])([CH3:17])[CH3:18], predict the reactants needed to synthesize it. The reactants are: C(O[C:6]([N:8]1[CH2:12][C:11](=[N:13][O:14][C:15]([CH3:18])([CH3:17])[CH3:16])[CH2:10][C@H:9]1[C:19]([OH:21])=O)=[O:7])(C)(C)C.[O:22]=[C:23]1[C:28](C(Cl)=O)=[CH:27][CH:26]=[C:25]([CH2:32][CH2:33][CH2:34][CH2:35][CH3:36])[O:24]1.[CH:37]1([NH2:40])[CH2:39][CH2:38]1. (3) Given the product [CH2:25]([O:24][C:20]1[CH:19]=[C:18]([C:10]2[C:11]3[C:16]([NH2:17])=[N:15][CH:14]=[N:13][C:12]=3[N:8]([C@H:5]3[CH2:4][CH2:3][C@@H:2]([NH:1][C:33]4[N:38]=[CH:37][CH:36]=[CH:35][N:34]=4)[CH2:7][CH2:6]3)[CH:9]=2)[CH:23]=[CH:22][CH:21]=1)[C:26]1[CH:27]=[CH:28][CH:29]=[CH:30][CH:31]=1, predict the reactants needed to synthesize it. The reactants are: [NH2:1][C@@H:2]1[CH2:7][CH2:6][C@H:5]([N:8]2[C:12]3[N:13]=[CH:14][N:15]=[C:16]([NH2:17])[C:11]=3[C:10]([C:18]3[CH:23]=[CH:22][CH:21]=[C:20]([O:24][CH2:25][C:26]4[CH:31]=[CH:30][CH:29]=[CH:28][CH:27]=4)[CH:19]=3)=[CH:9]2)[CH2:4][CH2:3]1.Br[C:33]1[N:38]=[CH:37][CH:36]=[CH:35][N:34]=1.C(NCC)C. (4) Given the product [Cl:20][C:6]1[CH:5]=[N:4][CH:3]=[C:2]([Cl:1])[C:7]=1[S:8][C:9]1[S:13][C:12]([C:14]([NH:26][C:23]2[CH:24]=[CH:25][O:21][N:22]=2)=[O:16])=[CH:11][C:10]=1[N+:17]([O-:19])=[O:18], predict the reactants needed to synthesize it. The reactants are: [Cl:1][C:2]1[CH:3]=[N:4][CH:5]=[C:6]([Cl:20])[C:7]=1[S:8][C:9]1[S:13][C:12]([C:14]([OH:16])=O)=[CH:11][C:10]=1[N+:17]([O-:19])=[O:18].[O:21]1[CH:25]=[CH:24][C:23]([NH2:26])=[N:22]1. (5) Given the product [Br:1][C:2]1[CH:3]=[C:4]([N+:16]([O-:18])=[O:17])[C:5]2[O:9][CH:8]=[C:7]([C:10]([OH:12])=[O:11])[C:6]=2[CH:15]=1, predict the reactants needed to synthesize it. The reactants are: [Br:1][C:2]1[CH:3]=[C:4]([N+:16]([O-:18])=[O:17])[C:5]2[O:9][CH:8]=[C:7]([C:10]([O:12]CC)=[O:11])[C:6]=2[CH:15]=1.[OH-].[Na+]. (6) The reactants are: [C:1]1([NH:7][NH2:8])[CH:6]=[CH:5][CH:4]=[CH:3][CH:2]=1.CC(C)([O-])C.[K+].[N:15]1[CH:20]=[CH:19][C:18]([C:21]2[C:30]3[C:25](=[CH:26][CH:27]=[C:28]([C:31]#[C:32][C:33](OCC)=[O:34])[CH:29]=3)[N:24]=[CH:23][CH:22]=2)=[CH:17][CH:16]=1. Given the product [C:1]1([N:7]2[C:31]([C:28]3[CH:29]=[C:30]4[C:25](=[CH:26][CH:27]=3)[N:24]=[CH:23][CH:22]=[C:21]4[C:18]3[CH:17]=[CH:16][N:15]=[CH:20][CH:19]=3)=[CH:32][C:33](=[O:34])[NH:8]2)[CH:6]=[CH:5][CH:4]=[CH:3][CH:2]=1, predict the reactants needed to synthesize it.